From a dataset of Reaction yield outcomes from USPTO patents with 853,638 reactions. Predict the reaction yield, written as a fraction of the theoretical maximum amount of product (1.0 means a 100% yield; for example, 0.34 means a 34% yield). (1) The reactants are [F:1][C:2]1[C:3]([N:11]2[CH2:17][CH:16]([OH:18])[C:13]3([CH2:15][CH2:14]3)[CH2:12]2)=[N:4][C:5]([CH3:10])=[N:6][C:7]=1[NH:8][NH2:9].[CH:19]1([CH2:24][C@H:25]([CH2:29][N:30]([CH:38]=[O:39])[O:31][CH:32]2[CH2:37][CH2:36][CH2:35][CH2:34][O:33]2)[C:26](O)=[O:27])[CH2:23][CH2:22][CH2:21][CH2:20]1.C1C=NC2N(O)N=NC=2C=1.CN1CCOCC1.C(Cl)CCl. The catalyst is CN(C=O)C. The product is [CH:19]1([CH2:24][C@@H:25]([C:26]([NH:9][NH:8][C:7]2[C:2]([F:1])=[C:3]([N:11]3[CH2:17][C@@H:16]([OH:18])[C:13]4([CH2:14][CH2:15]4)[CH2:12]3)[N:4]=[C:5]([CH3:10])[N:6]=2)=[O:27])[CH2:29][N:30]([O:31][CH:32]2[CH2:37][CH2:36][CH2:35][CH2:34][O:33]2)[CH:38]=[O:39])[CH2:23][CH2:22][CH2:21][CH2:20]1. The yield is 0.630. (2) The reactants are [Cl:1][C:2]1[CH:7]=[CH:6][C:5]([C:8]#[C:9][CH2:10][CH2:11][CH2:12][OH:13])=[CH:4][CH:3]=1.[C:14]1([CH3:24])[CH:19]=[CH:18][C:17]([S:20](Cl)(=[O:22])=[O:21])=[CH:16][CH:15]=1.C(N(CC)CC)C. The catalyst is CN(C)C1C=CN=CC=1.ClCCl. The product is [C:14]1([CH3:24])[CH:19]=[CH:18][C:17]([S:20]([O:13][CH2:12][CH2:11][CH2:10][C:9]#[C:8][C:5]2[CH:4]=[CH:3][C:2]([Cl:1])=[CH:7][CH:6]=2)(=[O:22])=[O:21])=[CH:16][CH:15]=1. The yield is 0.490. (3) The reactants are [CH2:1]([N:3]1[CH:7]=[C:6]([C:8]2[S:16][C:15]3[C:10](=[N:11][CH:12]=[CH:13][C:14]=3[O:17][C:18]3[CH:23]=[CH:22][C:21]([NH2:24])=[CH:20][C:19]=3[F:25])[CH:9]=2)[N:5]=[CH:4]1)[CH3:2].FC1C=C(N[C:61](=[O:67])[C:62]([O:64][CH2:65][CH3:66])=[O:63])C=CC=1OC1C=CN=C2C=C(C3C=CC(OCCN4CCOCC4)=C(OC)C=3)SC=12. No catalyst specified. The product is [F:25][C:19]1[CH:20]=[C:21]([NH:24][C:61](=[O:67])[C:62]([O:64][CH2:65][CH3:66])=[O:63])[CH:22]=[CH:23][C:18]=1[O:17][C:14]1[CH:13]=[CH:12][N:11]=[C:10]2[CH:9]=[C:8]([C:6]3[N:5]=[CH:4][N:3]([CH2:1][CH3:2])[CH:7]=3)[S:16][C:15]=12. The yield is 0.140.